Dataset: Full USPTO retrosynthesis dataset with 1.9M reactions from patents (1976-2016). Task: Predict the reactants needed to synthesize the given product. (1) Given the product [C:1]([O:5][C:6](=[O:19])[NH:7][C@H:8]([CH2:9][C:10]1[CH:15]=[CH:14][CH:13]=[CH:12][CH:11]=1)[C@@H:16]([OH:17])[CH2:18][N:20]1[C:24]2[CH:25]=[CH:26][CH:27]=[CH:28][C:23]=2[N:22]=[N:21]1)([CH3:4])([CH3:3])[CH3:2], predict the reactants needed to synthesize it. The reactants are: [C:1]([O:5][C:6](=[O:19])[NH:7][C@@H:8]([C@@H:16]1[CH2:18][O:17]1)[CH2:9][C:10]1[CH:15]=[CH:14][CH:13]=[CH:12][CH:11]=1)([CH3:4])([CH3:3])[CH3:2].[NH:20]1[C:24]2[CH:25]=[CH:26][CH:27]=[CH:28][C:23]=2[N:22]=[N:21]1. (2) Given the product [CH2:18]([O:20][CH2:21][C:22]([NH:17][NH:16][C:14]([CH:11]1[CH2:12][CH2:13][N:8]([C:6]([O:5][C:1]([CH3:4])([CH3:2])[CH3:3])=[O:7])[CH2:9][CH2:10]1)=[O:15])=[O:23])[CH3:19], predict the reactants needed to synthesize it. The reactants are: [C:1]([O:5][C:6]([N:8]1[CH2:13][CH2:12][CH:11]([C:14]([NH:16][NH2:17])=[O:15])[CH2:10][CH2:9]1)=[O:7])([CH3:4])([CH3:3])[CH3:2].[CH2:18]([O:20][CH2:21][C:22](O)=[O:23])[CH3:19].Cl.CN(C)CCCN=C=NCC.O.ON1C2C=CC=CC=2N=N1.C(N(CC)CC)C. (3) Given the product [C:30]([C:21]1([NH:20][C:11](=[O:12])[CH2:10][C:3]2[C:2]([CH3:1])=[CH:7][C:6]([CH3:8])=[CH:5][C:4]=2[CH3:9])[CH2:26][CH2:25][N:24]([O:27][CH2:28][CH3:29])[CH2:23][CH2:22]1)#[N:31], predict the reactants needed to synthesize it. The reactants are: [CH3:1][C:2]1[CH:7]=[C:6]([CH3:8])[CH:5]=[C:4]([CH3:9])[C:3]=1[CH2:10][C:11](Cl)=[O:12].C(=O)([O-])[O-].[K+].[K+].[NH2:20][C:21]1([C:30]#[N:31])[CH2:26][CH2:25][N:24]([O:27][CH2:28][CH3:29])[CH2:23][CH2:22]1. (4) The reactants are: [NH2:1][C@H:2]1[CH2:7][CH2:6][C@H:5]([CH:8]2[CH2:21][C:20]3[C:19]4[C:14](=[CH:15][CH:16]=[C:17]([OH:22])[CH:18]=4)[N:13]=[CH:12][C:11]=3[O:10][CH2:9]2)[CH2:4][CH2:3]1.[O:23]=[C:24]1[NH:29][C:28]2[CH:30]=[C:31]([C:34](O)=[O:35])[CH:32]=[CH:33][C:27]=2[S:26][CH2:25]1. Given the product [OH:22][C:17]1[CH:18]=[C:19]2[C:14](=[CH:15][CH:16]=1)[N:13]=[CH:12][C:11]1[O:10][CH2:9][CH:8]([C@H:5]3[CH2:4][CH2:3][C@H:2]([NH:1][C:34]([C:31]4[CH:32]=[CH:33][C:27]5[S:26][CH2:25][C:24](=[O:23])[NH:29][C:28]=5[CH:30]=4)=[O:35])[CH2:7][CH2:6]3)[CH2:21][C:20]2=1, predict the reactants needed to synthesize it. (5) Given the product [CH2:1]([O:8][N:9]1[C:15](=[O:16])[N:14]2[CH2:17][C@H:10]1[CH2:11][CH2:12][C@H:13]2[C:18]1[O:19][N:22]=[CH:21][N:20]=1)[C:2]1[CH:7]=[CH:6][CH:5]=[CH:4][CH:3]=1, predict the reactants needed to synthesize it. The reactants are: [CH2:1]([O:8][N:9]1[C:15](=[O:16])[N:14]2[CH2:17][C@H:10]1[CH2:11][CH2:12][C@H:13]2[C:18](/[N:20]=[CH:21]\[N:22](C)C)=[O:19])[C:2]1[CH:7]=[CH:6][CH:5]=[CH:4][CH:3]=1.N1C=CC=CC=1. (6) Given the product [Cl:1][C:2]1[N:7]=[C:6]([NH:8][CH2:9][C@H:10]2[CH2:15][CH2:14][N:12]([C:16]([O:18][C:19]([CH3:20])([CH3:21])[CH3:22])=[O:17])[CH2:11]2)[C:5]([C:23]#[C:24][C:25]2[CH:30]=[CH:29][CH:28]=[CH:27][C:26]=2[Cl:31])=[CH:4][N:3]=1, predict the reactants needed to synthesize it. The reactants are: [Cl:1][C:2]1[N:7]=[C:6]([NH:8][CH2:9][C@H:10]2[CH2:15][CH2:14]C[N:12]([C:16]([O:18][C:19]([CH3:22])([CH3:21])[CH3:20])=[O:17])[CH2:11]2)[C:5]([C:23]#[C:24][C:25]2[CH:30]=[CH:29][CH:28]=[CH:27][C:26]=2[Cl:31])=[CH:4][N:3]=1.BrC1C(NC[C@H]2CCN(C(OC(C)(C)C)=O)C2)=NC(Cl)=NC=1.